From a dataset of HIV replication inhibition screening data with 41,000+ compounds from the AIDS Antiviral Screen. Binary Classification. Given a drug SMILES string, predict its activity (active/inactive) in a high-throughput screening assay against a specified biological target. (1) The molecule is NC(CSSCC(N)C(=O)c1ccccc1)C(=O)c1ccccc1. The result is 0 (inactive). (2) The drug is CCc1ccccc1NC(=O)Nc1cc(C)ccn1. The result is 0 (inactive). (3) The molecule is Cc1cc2oc(-c3ccccc3)c(C)c(=O)c2c2c1OC(C)(C)S2. The result is 0 (inactive). (4) The drug is COc1ccc2oc(=S)[nH]c2c1. The result is 0 (inactive).